Dataset: Human liver microsome stability data. Task: Regression/Classification. Given a drug SMILES string, predict its absorption, distribution, metabolism, or excretion properties. Task type varies by dataset: regression for continuous measurements (e.g., permeability, clearance, half-life) or binary classification for categorical outcomes (e.g., BBB penetration, CYP inhibition). Dataset: hlm. The molecule is CC(C)N=C(NC1=NCCN1C(C)C)Nc1ccc(Cl)c(Cl)c1. The result is 0 (unstable in human liver microsomes).